Predict the product of the given reaction. From a dataset of Forward reaction prediction with 1.9M reactions from USPTO patents (1976-2016). (1) Given the reactants [CH2:1]([O:3][C:4]1[CH:11]=[CH:10][C:7]([CH:8]=O)=[CH:6][CH:5]=1)[CH3:2].N1CCCCC1.C(O)(=O)[CH2:19][C:20]([OH:22])=[O:21].Cl, predict the reaction product. The product is: [CH2:1]([O:3][C:4]1[CH:11]=[CH:10][C:7](/[CH:8]=[CH:19]/[C:20]([OH:22])=[O:21])=[CH:6][CH:5]=1)[CH3:2]. (2) Given the reactants [N:1]1([S:11]([C:14]2[CH:15]=[C:16]([CH:18]=[CH:19][CH:20]=2)[NH2:17])(=[O:13])=[O:12])[C:10]2[C:5](=[CH:6][CH:7]=[CH:8][CH:9]=2)[CH2:4][CH2:3][CH2:2]1.[NH2:21][C:22]1[CH:26]=[CH:25][S:24][C:23]=1[C:27](OC)=[O:28].CC(C)([O-])C.[K+], predict the reaction product. The product is: [NH2:21][C:22]1[CH:26]=[CH:25][S:24][C:23]=1[C:27]([NH:17][C:16]1[CH:18]=[CH:19][CH:20]=[C:14]([S:11]([N:1]2[C:10]3[C:5](=[CH:6][CH:7]=[CH:8][CH:9]=3)[CH2:4][CH2:3][CH2:2]2)(=[O:13])=[O:12])[CH:15]=1)=[O:28].